This data is from Forward reaction prediction with 1.9M reactions from USPTO patents (1976-2016). The task is: Predict the product of the given reaction. (1) Given the reactants [Cl:1][C:2]1[CH:3]=[C:4]([N:10]2[CH:18]([CH:19]3[CH2:23][CH2:22][CH2:21][CH2:20]3)[CH:17]3[C:12]([C:13]4[CH:27]=[CH:26][C:25]([C:28]([OH:30])=[O:29])=[CH:24][C:14]=4[CH2:15][CH2:16]3)=[N:11]2)[CH:5]=[CH:6][C:7]=1[C:8]#[N:9].[CH3:31][O:32][C:33]1[CH:34]=[CH:35][C:36]([CH2:39]O)=[CH:37][CH:38]=1, predict the reaction product. The product is: [Cl:1][C:2]1[CH:3]=[C:4]([N:10]2[CH:18]([CH:19]3[CH2:20][CH2:21][CH2:22][CH2:23]3)[CH:17]3[C:12]([C:13]4[CH:27]=[CH:26][C:25]([C:28]([O:30][CH2:39][C:36]5[CH:35]=[CH:34][C:33]([O:32][CH3:31])=[CH:38][CH:37]=5)=[O:29])=[CH:24][C:14]=4[CH2:15][CH2:16]3)=[N:11]2)[CH:5]=[CH:6][C:7]=1[C:8]#[N:9]. (2) Given the reactants Br.[Cl:2][C:3]1[CH:36]=[CH:35][C:6]([CH2:7][CH:8]2[N:13]3[C:14](=[O:30])[CH:15]([NH2:29])[CH2:16][N:17]([S:18]([C:21]4[CH:26]=[CH:25][C:24]([Cl:27])=[CH:23][C:22]=4[Cl:28])(=[O:20])=[O:19])[CH:12]3[CH2:11][N:10]([CH:31]([CH3:33])[CH3:32])[C:9]2=[O:34])=[CH:5][CH:4]=1.[CH2:37](O)[CH2:38][CH2:39][CH3:40].C(=O)([O-])[O-].[K+].[K+].BrCCCCBr, predict the reaction product. The product is: [Cl:2][C:3]1[CH:36]=[CH:35][C:6]([CH2:7][CH:8]2[N:13]3[C:14](=[O:30])[CH:15]([N:29]4[CH2:40][CH2:39][CH2:38][CH2:37]4)[CH2:16][N:17]([S:18]([C:21]4[CH:26]=[CH:25][C:24]([Cl:27])=[CH:23][C:22]=4[Cl:28])(=[O:20])=[O:19])[CH:12]3[CH2:11][N:10]([CH:31]([CH3:33])[CH3:32])[C:9]2=[O:34])=[CH:5][CH:4]=1. (3) Given the reactants C([O:5][C:6](=[O:45])[CH:7]([NH:21][C:22]1[C:27]([NH:28][CH2:29][S:30]([C:33]2[CH:38]=[CH:37][C:36]([F:39])=[CH:35][CH:34]=2)(=[O:32])=[O:31])=[CH:26][N:25]=[C:24]([N:40]([CH2:43][CH3:44])[CH2:41][CH3:42])[N:23]=1)[CH2:8][C:9]1[CH:14]=[CH:13][C:12]([O:15][C:16](=[O:20])[N:17]([CH3:19])[CH3:18])=[CH:11][CH:10]=1)(C)(C)C.[ClH:46], predict the reaction product. The product is: [ClH:46].[CH2:43]([N:40]([CH2:41][CH3:42])[C:24]1[N:23]=[C:22]([NH:21][CH:7]([CH2:8][C:9]2[CH:14]=[CH:13][C:12]([O:15][C:16](=[O:20])[N:17]([CH3:18])[CH3:19])=[CH:11][CH:10]=2)[C:6]([OH:45])=[O:5])[C:27]([NH:28][CH2:29][S:30]([C:33]2[CH:38]=[CH:37][C:36]([F:39])=[CH:35][CH:34]=2)(=[O:31])=[O:32])=[CH:26][N:25]=1)[CH3:44]. (4) Given the reactants C(O[C:6]([NH:8][C:9]1([C:12]([OH:14])=O)[CH2:11][CH2:10]1)=[O:7])(C)(C)C.F[C:16](F)(F)[C:17](O)=O.[NH2:22][CH2:23][C:24]1[CH:29]=[CH:28][C:27]([NH:30][C:31]2[CH:38]=[CH:37][C:36]([F:39])=[CH:35][C:32]=2[C:33]#[N:34])=[CH:26][CH:25]=1, predict the reaction product. The product is: [C:33]([C:32]1[CH:35]=[C:36]([F:39])[CH:37]=[CH:38][C:31]=1[NH:30][C:27]1[CH:26]=[CH:25][C:24]([CH2:23][NH:22][C:12]([C:9]2([NH:8][C:6]([C:32]3[CH:31]=[N:30][C:17]([CH3:16])=[N:34][CH:33]=3)=[O:7])[CH2:10][CH2:11]2)=[O:14])=[CH:29][CH:28]=1)#[N:34]. (5) Given the reactants [CH:1]1([C:5](/[C:7](=[CH:13]\[N:14](C)C)/[C:8]([O:10][CH2:11][CH3:12])=[O:9])=O)[CH2:4][CH2:3][CH2:2]1.[NH2:17]N.O, predict the reaction product. The product is: [CH:1]1([C:5]2[C:7]([C:8]([O:10][CH2:11][CH3:12])=[O:9])=[CH:13][NH:14][N:17]=2)[CH2:4][CH2:3][CH2:2]1. (6) Given the reactants [Cl:1][C:2]1[CH:7]=[C:6]([N+:8]([O-:10])=[O:9])[CH:5]=[C:4]([CH2:11][CH2:12]O)[C:3]=1[OH:14].CS(Cl)(=O)=O.C(=O)([O-])O.[Na+].Cl, predict the reaction product. The product is: [Cl:1][C:2]1[C:3]2[O:14][CH2:12][CH2:11][C:4]=2[CH:5]=[C:6]([N+:8]([O-:10])=[O:9])[CH:7]=1.